From a dataset of Forward reaction prediction with 1.9M reactions from USPTO patents (1976-2016). Predict the product of the given reaction. (1) Given the reactants [CH2:1]([N:8]1[CH2:12][C@H:11]([O:13][Si:14]([C:17]([CH3:20])([CH3:19])[CH3:18])([CH3:16])[CH3:15])[C@H:10]([N:21]=[N+]=[N-])[CH2:9]1)[C:2]1[CH:7]=[CH:6][CH:5]=[CH:4][CH:3]=1.C1(P(C2C=CC=CC=2)C2C=CC=CC=2)C=CC=CC=1, predict the reaction product. The product is: [CH2:1]([N:8]1[CH2:12][C@H:11]([O:13][Si:14]([C:17]([CH3:19])([CH3:18])[CH3:20])([CH3:15])[CH3:16])[C@H:10]([NH2:21])[CH2:9]1)[C:2]1[CH:3]=[CH:4][CH:5]=[CH:6][CH:7]=1. (2) Given the reactants [Br:1][C:2]1[C:10]2[C:9](Cl)=[N:8][CH:7]=[N:6][C:5]=2[S:4][CH:3]=1.[CH:12]12[NH:19][CH:16]([CH2:17][CH2:18]1)[CH2:15][CH:14]([CH2:20][OH:21])[CH2:13]2.C(=O)([O-])[O-].[K+].[K+].CO, predict the reaction product. The product is: [Br:1][C:2]1[C:10]2[C:9]([N:19]3[CH:12]4[CH2:18][CH2:17][CH:16]3[CH2:15][CH:14]([CH2:20][OH:21])[CH2:13]4)=[N:8][CH:7]=[N:6][C:5]=2[S:4][CH:3]=1.